This data is from Full USPTO retrosynthesis dataset with 1.9M reactions from patents (1976-2016). The task is: Predict the reactants needed to synthesize the given product. Given the product [C:24]([CH2:26][C:27]1([N:41]2[CH:45]=[C:44]([C:46]3[C:47]4[CH:54]=[CH:53][NH:52][C:48]=4[N:49]=[CH:50][N:51]=3)[CH:43]=[N:42]2)[CH2:30][N:29]([C:31]2[CH:32]=[CH:33][C:34]([C:35]([NH:10][C@@H:5]([CH:2]3[CH2:4][CH2:3]3)[C:6]([F:9])([F:8])[F:7])=[O:36])=[CH:39][CH:40]=2)[CH2:28]1)#[N:25], predict the reactants needed to synthesize it. The reactants are: Cl.[CH:2]1([C@H:5]([NH2:10])[C:6]([F:9])([F:8])[F:7])[CH2:4][CH2:3]1.C(N(CC)C(C)C)(C)C.C[Al](C)C.[C:24]([CH2:26][C:27]1([N:41]2[CH:45]=[C:44]([C:46]3[C:47]4[CH:54]=[CH:53][N:52](COCC[Si](C)(C)C)[C:48]=4[N:49]=[CH:50][N:51]=3)[CH:43]=[N:42]2)[CH2:30][N:29]([C:31]2[CH:40]=[CH:39][C:34]([C:35](OC)=[O:36])=[CH:33][CH:32]=2)[CH2:28]1)#[N:25].